This data is from Catalyst prediction with 721,799 reactions and 888 catalyst types from USPTO. The task is: Predict which catalyst facilitates the given reaction. (1) Reactant: [F:1][C:2]1[CH:7]=[CH:6][C:5]([CH2:8][C:9]2[CH:18]=[C:17]3[C:12]([C:13]([OH:25])=[C:14]([C:20](OCC)=[O:21])[C:15](=[O:19])[NH:16]3)=[N:11][CH:10]=2)=[CH:4][CH:3]=1.[CH3:26][C@H:27]([NH2:30])[CH2:28][OH:29]. Product: [F:1][C:2]1[CH:7]=[CH:6][C:5]([CH2:8][C:9]2[CH:18]=[C:17]3[C:12]([C:13]([OH:25])=[C:14]([C:20]([NH:30][C@@H:27]([CH3:26])[CH2:28][OH:29])=[O:21])[C:15](=[O:19])[NH:16]3)=[N:11][CH:10]=2)=[CH:4][CH:3]=1. The catalyst class is: 9. (2) Reactant: Cl[C:2]1[CH:11]=[CH:10][C:9]2[C:4](=[CH:5][CH:6]=[CH:7][CH:8]=2)[N:3]=1.[Cl:12][C:13]1[CH:14]=[C:15](B(O)O)[CH:16]=[CH:17][CH:18]=1.COCCOC.C(=O)([O-])[O-].[Na+].[Na+]. Product: [Cl:12][C:13]1[CH:18]=[C:17]([C:2]2[CH:11]=[CH:10][C:9]3[C:4](=[CH:5][CH:6]=[CH:7][CH:8]=3)[N:3]=2)[CH:16]=[CH:15][CH:14]=1. The catalyst class is: 257. (3) Reactant: [N:1]1[CH:6]=[CH:5][CH:4]=[CH:3][C:2]=1[NH2:7].[N:8]1[CH:13]=[CH:12][C:11]([C:14](=O)[CH2:15][C:16](OCC)=[O:17])=[CH:10][CH:9]=1.[OH-].[Na+]. Product: [N:8]1[CH:13]=[CH:12][C:11]([C:14]2[N:7]=[C:2]3[CH:3]=[CH:4][CH:5]=[CH:6][N:1]3[C:16](=[O:17])[CH:15]=2)=[CH:10][CH:9]=1. The catalyst class is: 6. (4) Reactant: O[CH2:2][C:3]1[CH:14]=[CH:13][C:6]([CH2:7][N:8]2[CH:12]=[CH:11][CH:10]=[N:9]2)=[CH:5][CH:4]=1.C1(P(C2C=CC=CC=2)C2C=CC=CC=2)C=CC=CC=1.C(Br)(Br)(Br)[Br:35]. Product: [Br:35][CH2:2][C:3]1[CH:14]=[CH:13][C:6]([CH2:7][N:8]2[CH:12]=[CH:11][CH:10]=[N:9]2)=[CH:5][CH:4]=1. The catalyst class is: 2. (5) Reactant: [CH3:1][O:2][C:3]1[CH:8]=[CH:7][C:6]([N:9]2[CH2:14][CH2:13][N:12]([C:15](=[S:17])[NH2:16])[CH2:11][CH2:10]2)=[CH:5][CH:4]=1.Br[CH:19]([C:25](=O)[C:26]1[CH:31]=[CH:30][CH:29]=[CH:28][CH:27]=1)[C:20]([O:22][CH2:23][CH3:24])=[O:21]. Product: [CH3:1][O:2][C:3]1[CH:8]=[CH:7][C:6]([N:9]2[CH2:10][CH2:11][N:12]([C:15]3[S:17][C:19]([C:20]([O:22][CH2:23][CH3:24])=[O:21])=[C:25]([C:26]4[CH:31]=[CH:30][CH:29]=[CH:28][CH:27]=4)[N:16]=3)[CH2:13][CH2:14]2)=[CH:5][CH:4]=1. The catalyst class is: 8. (6) Reactant: [CH3:1][C:2]1[CH:3]=[N:4][CH:5]=[C:6]([CH3:18])[C:7]=1[CH2:8][S:9][C:10]1[N:15]=[C:14]([OH:16])[CH:13]=[C:12]([CH3:17])[N:11]=1.[ClH:19].O1CCOCC1. Product: [ClH:19].[CH3:1][C:2]1[CH:3]=[N:4][CH:5]=[C:6]([CH3:18])[C:7]=1[CH2:8][S:9][C:10]1[N:15]=[C:14]([OH:16])[CH:13]=[C:12]([CH3:17])[N:11]=1. The catalyst class is: 5. (7) Reactant: [C:1]([C:3]1[CH:4]=[C:5]2[C:10](=[CH:11][C:12]=1[OH:13])[N:9]=[CH:8][CH:7]=[C:6]2[O:14][C:15]1[CH:20]=[CH:19][C:18]([NH:21][C:22]([NH:24][C:25]2[CH:30]=[CH:29][C:28]([F:31])=[CH:27][CH:26]=2)=[O:23])=[CH:17][CH:16]=1)#[N:2].Br[CH2:33][CH2:34][Cl:35].C(=O)([O-])[O-].[K+].[K+].O1CCCC1. Product: [C:1]([C:3]1[CH:4]=[C:5]2[C:10](=[CH:11][C:12]=1[O:13][CH2:33][CH2:34][Cl:35])[N:9]=[CH:8][CH:7]=[C:6]2[O:14][C:15]1[CH:16]=[CH:17][C:18]([NH:21][C:22]([NH:24][C:25]2[CH:26]=[CH:27][C:28]([F:31])=[CH:29][CH:30]=2)=[O:23])=[CH:19][CH:20]=1)#[N:2]. The catalyst class is: 42. (8) Product: [ClH:60].[NH2:52][CH2:51][C@H:48]1[CH2:47][CH2:46][C@H:45]([C:43]([NH:42][C@H:25]([C:26](=[O:41])[NH:27][C:28]2[CH:40]=[CH:39][C:31]3[NH:32][C:33]([C:35]([F:37])([F:38])[F:36])=[N:34][C:30]=3[CH:29]=2)[CH2:24][C:21]2[CH:20]=[CH:19][C:18]([C:3]3[CH:4]=[CH:5][C:6]([C:8]([NH:9][CH:10]4[CH2:15][CH2:14][N:13]([CH3:16])[CH2:12][CH2:11]4)=[O:17])=[CH:7][C:2]=3[CH3:1])=[CH:23][CH:22]=2)=[O:44])[CH2:50][CH2:49]1. Reactant: [CH3:1][C:2]1[CH:7]=[C:6]([C:8](=[O:17])[NH:9][CH:10]2[CH2:15][CH2:14][N:13]([CH3:16])[CH2:12][CH2:11]2)[CH:5]=[CH:4][C:3]=1[C:18]1[CH:23]=[CH:22][C:21]([CH2:24][C@H:25]([NH:42][C:43]([C@H:45]2[CH2:50][CH2:49][C@H:48]([CH2:51][NH:52]C(=O)OC(C)(C)C)[CH2:47][CH2:46]2)=[O:44])[C:26](=[O:41])[NH:27][C:28]2[CH:40]=[CH:39][C:31]3[NH:32][C:33]([C:35]([F:38])([F:37])[F:36])=[N:34][C:30]=3[CH:29]=2)=[CH:20][CH:19]=1.[ClH:60]. The catalyst class is: 12. (9) Reactant: [C:1]([C:3]1[CH:4]=[C:5]([CH:10]=[CH:11][C:12]=1[O:13][CH:14]([CH3:16])[CH3:15])[C:6]([O:8]C)=[O:7])#[N:2].[OH-].[Na+]. Product: [C:1]([C:3]1[CH:4]=[C:5]([CH:10]=[CH:11][C:12]=1[O:13][CH:14]([CH3:16])[CH3:15])[C:6]([OH:8])=[O:7])#[N:2]. The catalyst class is: 14.